Predict the reactants needed to synthesize the given product. From a dataset of Full USPTO retrosynthesis dataset with 1.9M reactions from patents (1976-2016). (1) Given the product [O:51]=[C:49]([NH:20][C:17]1[CH:18]=[CH:19][C:14]([C:12](=[O:13])[NH:11][C:9]2[CH:8]=[CH:7][CH:6]=[C:5]3[C:10]=2[N:1]=[CH:2][CH:3]=[CH:4]3)=[CH:15][CH:16]=1)[CH2:48][CH2:47][CH2:46][CH2:45][CH2:44][CH2:43][C:42]([O:53][CH3:54])=[O:52], predict the reactants needed to synthesize it. The reactants are: [N:1]1[C:10]2[C:5](=[CH:6][CH:7]=[CH:8][C:9]=2[NH:11][C:12]([C:14]2[CH:19]=[CH:18][C:17]([NH:20]C(=O)OC(C)(C)C)=[CH:16][CH:15]=2)=[O:13])[CH:4]=[CH:3][CH:2]=1.FC(F)(F)C(O)=O.C(N(CC)CC)C.[C:42]([O:53][CH3:54])(=[O:52])[CH2:43][CH2:44][CH2:45][CH2:46][CH2:47][CH2:48][C:49]([O-:51])=O.C(N=C=NCCCN(C)C)C. (2) Given the product [ClH:26].[F:25][C:2]([F:1])([F:24])[C:3]1[N:4]=[CH:5][C:6]([NH:9][C@@H:10]2[CH2:15][C@@H:14]3[NH:16][C@H:11]2[CH2:12][CH2:13]3)=[N:7][CH:8]=1, predict the reactants needed to synthesize it. The reactants are: [F:1][C:2]([F:25])([F:24])[C:3]1[N:4]=[CH:5][C:6]([NH:9][C@@H:10]2[CH2:15][C@@H:14]3[N:16](C(OC(C)(C)C)=O)[C@H:11]2[CH2:12][CH2:13]3)=[N:7][CH:8]=1.[ClH:26]. (3) Given the product [F:1][C:2]1[CH:7]=[C:6]([F:8])[CH:5]=[CH:4][C:3]=1[O:9][C:16]1[N:21]=[C:20]2[N:22]([CH2:25][O:26][CH2:27][CH2:28][Si:29]([CH3:32])([CH3:30])[CH3:31])[N:23]=[CH:24][C:19]2=[C:18]([NH:33][CH2:34][C@H:35]([OH:37])[CH3:36])[N:17]=1, predict the reactants needed to synthesize it. The reactants are: [F:1][C:2]1[CH:7]=[C:6]([F:8])[CH:5]=[CH:4][C:3]=1[OH:9].[H-].[Na+].CS([C:16]1[N:21]=[C:20]2[N:22]([CH2:25][O:26][CH2:27][CH2:28][Si:29]([CH3:32])([CH3:31])[CH3:30])[N:23]=[CH:24][C:19]2=[C:18]([NH:33][CH2:34][C@H:35]([OH:37])[CH3:36])[N:17]=1)(=O)=O. (4) The reactants are: [CH:1]([Mg]Br)=[CH2:2].[Cl:5][CH2:6][CH2:7][C:8]([C:10]1[CH:15]=[CH:14][CH:13]=[CH:12][CH:11]=1)=[O:9]. Given the product [Cl:5][CH2:6][CH2:7][C:8]([C:10]1[CH:15]=[CH:14][CH:13]=[CH:12][CH:11]=1)([OH:9])[CH:1]=[CH2:2], predict the reactants needed to synthesize it. (5) Given the product [CH3:22][O:23][CH2:31][CH2:32][C:36](=[O:37])[C:6]([O:5][C:1]([CH3:2])([CH3:4])[CH3:3])=[O:7].[C:1]([O:5][C:6]([NH:8][C@@H:9]([CH2:14][C:15]1[CH:20]=[CH:19][C:18]([O:21][CH2:29][CH2:30][CH2:31][CH3:32])=[CH:17][CH:16]=1)[C:10]([O:12][CH3:13])=[O:11])=[O:7])([CH3:4])([CH3:2])[CH3:3], predict the reactants needed to synthesize it. The reactants are: [C:1]([O:5][C:6]([NH:8][C@@H:9]([CH2:14][C:15]1[CH:20]=[CH:19][C:18]([OH:21])=[CH:17][CH:16]=1)[C:10]([O:12][CH3:13])=[O:11])=[O:7])([CH3:4])([CH3:3])[CH3:2].[C:22](=O)([O-])[O-:23].[K+].[K+].I[CH2:29][CH2:30][CH2:31][CH3:32].CN([CH:36]=[O:37])C. (6) Given the product [C:1]([C:3]1[CH:4]=[N:5][NH:6][C:7]=1[C:8]1[CH:9]=[C:10]([CH:15]=[CH:16][C:17]=1[CH3:18])[C:11]([O:13][CH3:14])=[O:12])#[N:2], predict the reactants needed to synthesize it. The reactants are: [C:1]([C:3]1[CH:4]=[N:5][N:6](COCC[Si](C)(C)C)[C:7]=1[C:8]1[CH:9]=[C:10]([CH:15]=[CH:16][C:17]=1[CH3:18])[C:11]([O:13][CH3:14])=[O:12])#[N:2].